Dataset: Catalyst prediction with 721,799 reactions and 888 catalyst types from USPTO. Task: Predict which catalyst facilitates the given reaction. (1) Reactant: [CH3:1]N(C)CCNC.C([Li])CCC.[F:13][C:14]([F:24])([F:23])[C:15]1[CH:22]=[CH:21][C:18]([CH:19]=[O:20])=[CH:17][CH:16]=1.CI.Cl. Product: [CH3:1][C:21]1[CH:22]=[C:15]([C:14]([F:23])([F:24])[F:13])[CH:16]=[CH:17][C:18]=1[CH:19]=[O:20]. The catalyst class is: 188. (2) Reactant: [F:1][C:2]1[CH:39]=[CH:38][CH:37]=[C:36]([F:40])[C:3]=1[O:4][C:5]1[CH:6]=[N:7][N:8]([CH:12]([CH2:29][CH:30]2[CH2:35][CH2:34][O:33][CH2:32][CH2:31]2)[C:13]([NH:15][C:16]2[CH:20]=[C:19]([CH3:21])[N:18]([CH2:22][CH:23]([O:25]C(=O)C)[CH3:24])[N:17]=2)=[O:14])[C:9](=[O:11])[CH:10]=1.O.[OH-].[Li+]. Product: [F:40][C:36]1[CH:37]=[CH:38][CH:39]=[C:2]([F:1])[C:3]=1[O:4][C:5]1[CH:6]=[N:7][N:8]([CH:12]([CH2:29][CH:30]2[CH2:31][CH2:32][O:33][CH2:34][CH2:35]2)[C:13]([NH:15][C:16]2[CH:20]=[C:19]([CH3:21])[N:18]([CH2:22][CH:23]([OH:25])[CH3:24])[N:17]=2)=[O:14])[C:9](=[O:11])[CH:10]=1. The catalyst class is: 30. (3) Reactant: [Br:1][C:2]1[N:7]2[N:8]=[CH:9][N:10]=[C:6]2[C:5](Br)=[N:4][CH:3]=1.[CH2:12]1[N:17]([C:18]2[CH:23]=[CH:22][C:21]([NH2:24])=[CH:20][CH:19]=2)[CH2:16][CH2:15][O:14][CH2:13]1.C(N(C(C)C)C(C)C)C. Product: [Br:1][C:2]1[N:7]2[N:8]=[CH:9][N:10]=[C:6]2[C:5]([NH:24][C:21]2[CH:20]=[CH:19][C:18]([N:17]3[CH2:12][CH2:13][O:14][CH2:15][CH2:16]3)=[CH:23][CH:22]=2)=[N:4][CH:3]=1. The catalyst class is: 41. (4) Reactant: [F:1][C:2]1[CH:3]=[N:4][C:5]2[C:10]([C:11]=1[N:12]1[CH2:17][CH2:16][N:15]([CH2:18][CH2:19][NH2:20])[CH2:14][CH2:13]1)=[N:9][C:8]([O:21][CH3:22])=[CH:7][CH:6]=2.[O-]S([O-])(=O)=O.[Na+].[Na+].[O:30]=[C:31]1[CH2:36][S:35][C:34]2[CH:37]=[CH:38][C:39]([CH:41]=O)=[N:40][C:33]=2[NH:32]1.[BH4-].[Na+]. The catalyst class is: 497. Product: [F:1][C:2]1[CH:3]=[N:4][C:5]2[C:10]([C:11]=1[N:12]1[CH2:17][CH2:16][N:15]([CH2:18][CH2:19][NH:20][CH2:41][C:39]3[CH:38]=[CH:37][C:34]4[S:35][CH2:36][C:31](=[O:30])[NH:32][C:33]=4[N:40]=3)[CH2:14][CH2:13]1)=[N:9][C:8]([O:21][CH3:22])=[CH:7][CH:6]=2. (5) Reactant: C([N:3]([CH2:6]C)CC)C.C([N:15]1[CH2:20][CH2:19][CH:18]([NH:21]C(=O)[O-])[CH2:17][CH2:16]1)C1C=CC=CC=1.Cl[S:26](O)(=[O:28])=[O:27]. Product: [NH2:21][CH:18]1[CH2:17][CH2:16][N:15]([S:26]([NH:3][CH3:6])(=[O:28])=[O:27])[CH2:20][CH2:19]1. The catalyst class is: 4. (6) Reactant: [ClH:1].[CH3:2][O:3][CH2:4][CH2:5][O:6][CH2:7][CH2:8][O:9][CH2:10][CH2:11][NH:12][C:13]([C:15]1[CH:16]=[CH:17][C:18]([CH3:61])=[C:19]([C:21]2[CH:26]=[CH:25][CH:24]=[C:23]([CH2:27][C@H:28]([NH:43][C:44]([C@H:46]3[CH2:51][CH2:50][C@H:49]([CH2:52][NH:53]C(=O)OC(C)(C)C)[CH2:48][CH2:47]3)=[O:45])[C:29](=[O:42])[NH:30][C:31]3[CH:36]=[CH:35][C:34]([C:37]4[NH:41][N:40]=[N:39][N:38]=4)=[CH:33][CH:32]=3)[CH:22]=2)[CH:20]=1)=[O:14].C(#N)C. Product: [ClH:1].[NH2:53][CH2:52][C@H:49]1[CH2:50][CH2:51][C@H:46]([C:44]([NH:43][C@H:28]([C:29](=[O:42])[NH:30][C:31]2[CH:36]=[CH:35][C:34]([C:37]3[NH:41][N:40]=[N:39][N:38]=3)=[CH:33][CH:32]=2)[CH2:27][C:23]2[CH:22]=[C:21]([C:19]3[C:18]([CH3:61])=[CH:17][CH:16]=[C:15]([C:13]([NH:12][CH2:11][CH2:10][O:9][CH2:8][CH2:7][O:6][CH2:5][CH2:4][O:3][CH3:2])=[O:14])[CH:20]=3)[CH:26]=[CH:25][CH:24]=2)=[O:45])[CH2:47][CH2:48]1. The catalyst class is: 12. (7) Reactant: [Cl:1][C:2]1[CH:3]=[C:4]([C:11]2[C:20]3[C:15](=[CH:16][C:17]([S:21]([NH:24][C:25]4[S:26][CH:27]=[N:28][N:29]=4)(=[O:23])=[O:22])=[CH:18][CH:19]=3)[CH:14]=[CH:13][N:12]=2)[C:5]([O:9][CH3:10])=[N:6][C:7]=1Cl.[F:30][C:31]1[CH:32]=[C:33](B(O)O)[CH:34]=[CH:35][CH:36]=1.C(=O)([O-])[O-].[K+].[K+]. Product: [Cl:1][C:2]1[CH:3]=[C:4]([C:11]2[C:20]3[C:15](=[CH:16][C:17]([S:21]([NH:24][C:25]4[S:26][CH:27]=[N:28][N:29]=4)(=[O:23])=[O:22])=[CH:18][CH:19]=3)[CH:14]=[CH:13][N:12]=2)[C:5]([O:9][CH3:10])=[N:6][C:7]=1[C:35]1[CH:34]=[CH:33][CH:32]=[C:31]([F:30])[CH:36]=1. The catalyst class is: 73.